Dataset: Forward reaction prediction with 1.9M reactions from USPTO patents (1976-2016). Task: Predict the product of the given reaction. (1) Given the reactants [O:1]=[C:2]1[N:8]([CH:9]2[CH2:14][CH2:13][N:12]([C:15]([O:17][C@H:18]([CH2:37][C:38]3[CH:43]=[C:42]([CH3:44])[C:41]([OH:45])=[C:40]([CH3:46])[CH:39]=3)[C:19]([N:21]3[CH2:26][CH2:25][CH:24]([CH:27]4[CH2:32][CH2:31][N:30]([CH2:33][C:34]([OH:36])=[O:35])[CH2:29][CH2:28]4)[CH2:23][CH2:22]3)=[O:20])=[O:16])[CH2:11][CH2:10]2)[CH2:7][CH2:6][C:5]2[CH:47]=[CH:48][CH:49]=[CH:50][C:4]=2[NH:3]1.[CH3:51][O:52][CH2:53][CH2:54]O, predict the reaction product. The product is: [O:1]=[C:2]1[N:8]([CH:9]2[CH2:10][CH2:11][N:12]([C:15]([O:17][C@H:18]([CH2:37][C:38]3[CH:43]=[C:42]([CH3:44])[C:41]([OH:45])=[C:40]([CH3:46])[CH:39]=3)[C:19]([N:21]3[CH2:22][CH2:23][CH:24]([CH:27]4[CH2:32][CH2:31][N:30]([CH2:33][C:34]([O:36][CH2:54][CH2:53][O:52][CH3:51])=[O:35])[CH2:29][CH2:28]4)[CH2:25][CH2:26]3)=[O:20])=[O:16])[CH2:13][CH2:14]2)[CH2:7][CH2:6][C:5]2[CH:47]=[CH:48][CH:49]=[CH:50][C:4]=2[NH:3]1. (2) Given the reactants C([O:3][C:4]([C:6]1[N:7]([C:29]2[CH:34]=[CH:33][C:32]([O:35][CH:36]([CH3:38])[CH3:37])=[CH:31][CH:30]=2)[C:8]2[C:13]([C:14]=1[NH:15][C:16](=[O:18])[CH3:17])=[CH:12][C:11]([C:19]1[CH:24]=[CH:23][C:22]([O:25][CH:26]([CH3:28])[CH3:27])=[CH:21][CH:20]=1)=[CH:10][CH:9]=2)=[O:5])C.[OH-].[Na+].Cl, predict the reaction product. The product is: [C:16]([NH:15][C:14]1[C:13]2[C:8](=[CH:9][CH:10]=[C:11]([C:19]3[CH:20]=[CH:21][C:22]([O:25][CH:26]([CH3:28])[CH3:27])=[CH:23][CH:24]=3)[CH:12]=2)[N:7]([C:29]2[CH:30]=[CH:31][C:32]([O:35][CH:36]([CH3:37])[CH3:38])=[CH:33][CH:34]=2)[C:6]=1[C:4]([OH:5])=[O:3])(=[O:18])[CH3:17]. (3) Given the reactants [F:1][C:2]1[CH:3]=[C:4]([CH:7]=[CH:8][CH:9]=1)[CH2:5]Br.[Br:10][C:11]1[CH:19]=[CH:18][C:14]([C:15](Cl)=[O:16])=[CH:13][CH:12]=1, predict the reaction product. The product is: [Br:10][C:11]1[CH:19]=[CH:18][C:14]([C:15](=[O:16])[CH2:5][C:4]2[CH:7]=[CH:8][CH:9]=[C:2]([F:1])[CH:3]=2)=[CH:13][CH:12]=1. (4) Given the reactants [O:1]1[C:5]2[CH:6]=[CH:7][CH:8]=[CH:9][C:4]=2[CH2:3][CH:2]1[C:10]([OH:12])=O.C(N1C=CN=C1)(N1C=CN=C1)=O.Cl.[CH3:26][NH:27][O:28][CH3:29], predict the reaction product. The product is: [CH3:29][O:28][N:27]([CH3:26])[C:10]([CH:2]1[CH2:3][C:4]2[CH:9]=[CH:8][CH:7]=[CH:6][C:5]=2[O:1]1)=[O:12]. (5) Given the reactants [CH2:1]([O:8][C@@H:9]1[CH2:14][CH2:13][CH2:12][C@H:11]([O:15][C:16]2[C:21]([F:22])=[CH:20][C:19]([S:23]([N:26](CC3C=CC(OC)=CC=3OC)[C:27]3[CH:32]=[CH:31][N:30]=[CH:29][N:28]=3)(=[O:25])=[O:24])=[C:18]([F:44])[CH:17]=2)[C@H:10]1[C:45]1[N:49]([CH3:50])[N:48]=[CH:47][CH:46]=1)[C:2]1[CH:7]=[CH:6][CH:5]=[CH:4][CH:3]=1.C([SiH](CC)CC)C.FC(F)(F)C(O)=O, predict the reaction product. The product is: [CH2:1]([O:8][C@@H:9]1[CH2:14][CH2:13][CH2:12][C@H:11]([O:15][C:16]2[C:21]([F:22])=[CH:20][C:19]([S:23]([NH:26][C:27]3[CH:32]=[CH:31][N:30]=[CH:29][N:28]=3)(=[O:24])=[O:25])=[C:18]([F:44])[CH:17]=2)[C@H:10]1[C:45]1[N:49]([CH3:50])[N:48]=[CH:47][CH:46]=1)[C:2]1[CH:7]=[CH:6][CH:5]=[CH:4][CH:3]=1.